From a dataset of Reaction yield outcomes from USPTO patents with 853,638 reactions. Predict the reaction yield, written as a fraction of the theoretical maximum amount of product (1.0 means a 100% yield; for example, 0.34 means a 34% yield). (1) The product is [CH2:1]([C:3]1[CH:9]=[CH:8][CH:7]=[C:6]([CH2:10][CH3:11])[C:4]=1[NH:5][C:16]([N:37]1[C@@H:38]2[CH2:42][N:41]([CH2:40][CH2:39]2)[C:35]2[CH:34]=[CH:33][C:32]([C:28]3[CH:29]=[CH:30][CH:31]=[C:26]([C:25]([F:24])([F:44])[F:45])[CH:27]=3)=[N:43][C:36]1=2)=[O:22])[CH3:2]. The yield is 0.0800. The catalyst is C1COCC1.ClCCl.N1C=CC=CC=1. The reactants are [CH2:1]([C:3]1[CH:9]=[CH:8][CH:7]=[C:6]([CH2:10][CH3:11])[C:4]=1[NH2:5])[CH3:2].ClC(Cl)(O[C:16](=[O:22])OC(Cl)(Cl)Cl)Cl.[F:24][C:25]([F:45])([F:44])[C:26]1[CH:27]=[C:28]([C:32]2[CH:33]=[CH:34][C:35]3[N:41]4[CH2:42][C@H:38]([CH2:39][CH2:40]4)[NH:37][C:36]=3[N:43]=2)[CH:29]=[CH:30][CH:31]=1.C(=O)(O)[O-].[Na+]. (2) The reactants are Cl.[NH2:2][C@H:3]1[CH2:8][CH2:7][CH2:6][CH2:5][C@H:4]1[C:9]([O:11]CC)=[O:10].C1C=CC(P(C2C(C3C(P(C4C=CC=CC=4)C4C=CC=CC=4)=CC=C4C=3C=CC=C4)=C3C(C=CC=C3)=CC=2)C2C=CC=CC=2)=CC=1.CC(C)([O-])C.[Na+].Cl[C:67]1[CH:68]=[CH:69][CH:70]=[C:71]2[C:76]=1[N:75]=[CH:74][CH:73]=[CH:72]2. The catalyst is C(OCC)C.C(OCC)(=O)C.C1C=CC(/C=C/C(/C=C/C2C=CC=CC=2)=O)=CC=1.C1C=CC(/C=C/C(/C=C/C2C=CC=CC=2)=O)=CC=1.C1C=CC(/C=C/C(/C=C/C2C=CC=CC=2)=O)=CC=1.[Pd].[Pd].C1(C)C=CC=CC=1. The product is [N:75]1[C:76]2[C:71](=[CH:70][CH:69]=[CH:68][C:67]=2[NH:2][CH:3]2[CH2:8][CH2:7][CH2:6][CH2:5][CH:4]2[C:9]([OH:11])=[O:10])[CH:72]=[CH:73][CH:74]=1. The yield is 0.150. (3) The reactants are C[O:2][C:3]([C:5]1[CH:14]=[C:13]([O:15][CH2:16][C:17](=[O:34])[N:18](OC)[C:19]2[CH:24]=[CH:23][CH:22]=[CH:21][C:20]=2C(OC(C)(C)C)=O)[C:12]2[C:7](=[CH:8][C:9]([Cl:36])=[CH:10][C:11]=2[Cl:35])[CH:6]=1)=[O:4].[Li+].[OH-:38]. No catalyst specified. The product is [C:16]([CH2:17][O:34][C:20]1[CH:21]=[CH:22][CH:23]=[CH:24][C:19]=1[NH:18][C:17]([CH2:16][O:15][C:13]1[C:12]2[C:7](=[CH:8][C:9]([Cl:36])=[CH:10][C:11]=2[Cl:35])[CH:6]=[C:5]([C:3]([OH:2])=[O:4])[CH:14]=1)=[O:34])([OH:15])=[O:38]. The yield is 0.610.